Dataset: Catalyst prediction with 721,799 reactions and 888 catalyst types from USPTO. Task: Predict which catalyst facilitates the given reaction. (1) Reactant: [CH:1]([C:3]1[O:4][C:5]([C:8]([OH:10])=[O:9])=[CH:6][CH:7]=1)=O.Cl.[NH2:12]O.C(OC(=O)C)(=O)C.Cl. Product: [C:1]([C:3]1[O:4][C:5]([C:8]([OH:10])=[O:9])=[CH:6][CH:7]=1)#[N:12]. The catalyst class is: 803. (2) Reactant: [OH-:1].[K+].[CH2:3]([N:10]1[C:14]([CH2:15][N:16]2[CH2:21][CH2:20][O:19][CH2:18][CH2:17]2)=[N:13][N:12]=[C:11]1[CH:22]1[CH2:27][CH2:26][N:25]([C:28]2[C:33]([C:34]#[N:35])=[CH:32][CH:31]=[CH:30][N:29]=2)[CH2:24][CH2:23]1)[C:4]1[CH:9]=[CH:8][CH:7]=[CH:6][CH:5]=1. The catalyst class is: 218. Product: [CH2:3]([N:10]1[C:14]([CH2:15][N:16]2[CH2:21][CH2:20][O:19][CH2:18][CH2:17]2)=[N:13][N:12]=[C:11]1[CH:22]1[CH2:23][CH2:24][N:25]([C:28]2[C:33]([C:34]([NH2:35])=[O:1])=[CH:32][CH:31]=[CH:30][N:29]=2)[CH2:26][CH2:27]1)[C:4]1[CH:5]=[CH:6][CH:7]=[CH:8][CH:9]=1. (3) Reactant: [Cl:1][C:2]1[CH:3]=[C:4]2[C:9](=[CH:10][CH:11]=1)[CH:8]=[C:7]([S:12]([N:15]([C@H:21]1[CH2:25][CH2:24][N:23]([C@@H:26]([CH3:35])[C:27]([N:29]3[CH2:34][CH2:33][O:32][CH2:31][CH2:30]3)=[O:28])[C:22]1=[O:36])[CH2:16][C:17]([O:19]C)=[O:18])(=[O:14])=[O:13])[CH:6]=[CH:5]2.[OH-].[Li+].Cl. Product: [Cl:1][C:2]1[CH:3]=[C:4]2[C:9](=[CH:10][CH:11]=1)[CH:8]=[C:7]([S:12]([N:15]([C@H:21]1[CH2:25][CH2:24][N:23]([C@@H:26]([CH3:35])[C:27]([N:29]3[CH2:34][CH2:33][O:32][CH2:31][CH2:30]3)=[O:28])[C:22]1=[O:36])[CH2:16][C:17]([OH:19])=[O:18])(=[O:14])=[O:13])[CH:6]=[CH:5]2. The catalyst class is: 20. (4) Reactant: C([C:3]1[C:8]([F:9])=[C:7]([F:10])C(C#N)=[C:5]([F:13])[C:4]=1[N:14]1[CH2:19][CH2:18][N:17](C(OC(C)(C)C)=O)[CH2:16][CH2:15]1)#N.OS(O)(=O)=O.C(N(CC)CC)C.[CH3:51][C:50]([O:49][C:47](O[C:47]([O:49][C:50]([CH3:53])([CH3:52])[CH3:51])=[O:48])=[O:48])([CH3:53])[CH3:52].C1COCC1.[C:59]([O:62]CC)(=[O:61])[CH3:60]. Product: [C:50]([O:49][C:47]([N:17]1[CH2:16][CH2:15][N:14]([C:4]2[C:5]([F:13])=[C:60]([C:7]([F:10])=[C:8]([F:9])[CH:3]=2)[C:59]([OH:62])=[O:61])[CH2:19][CH2:18]1)=[O:48])([CH3:51])([CH3:52])[CH3:53]. The catalyst class is: 5. (5) Reactant: [CH2:1]([NH2:8])[C:2]1[CH:7]=[CH:6][CH:5]=[CH:4][CH:3]=1.[F:9][C:10]1[CH:20]=[C:19](F)[C:18]([N+:22]([O-:24])=[O:23])=[CH:17][C:11]=1[C:12]([O:14][CH2:15][CH3:16])=[O:13]. Product: [CH2:1]([NH:8][C:19]1[C:18]([N+:22]([O-:24])=[O:23])=[CH:17][C:11]([C:12]([O:14][CH2:15][CH3:16])=[O:13])=[C:10]([F:9])[CH:20]=1)[C:2]1[CH:7]=[CH:6][CH:5]=[CH:4][CH:3]=1. The catalyst class is: 1. (6) Reactant: CC1[C:3]([CH2:8][CH2:9][CH2:10][CH2:11][CH2:12][CH2:13][CH2:14][CH2:15][CH3:16])=[N:4][O:5]C=1N.I([Cl:20])(=O)=O.I(Cl)(=O)=O.I(Cl)(=O)=O.I(Cl)(=O)=O.C([N+](C)(C)C)C1C=CC=CC=1.CCOCC. Product: [OH:5][N:4]=[C:3]([Cl:20])[CH2:8][CH2:9][CH2:10][CH2:11][CH2:12][CH2:13][CH2:14][CH2:15][CH3:16]. The catalyst class is: 2.